From a dataset of Reaction yield outcomes from USPTO patents with 853,638 reactions. Predict the reaction yield, written as a fraction of the theoretical maximum amount of product (1.0 means a 100% yield; for example, 0.34 means a 34% yield). (1) The reactants are [CH3:1][O:2][C:3]1[CH:8]=[CH:7][C:6]([N+:9]([O-])=O)=[CH:5][C:4]=1[NH:12][C:13]([N:15]=[S:16]([CH3:19])([CH3:18])=[O:17])=[O:14].NC1C=CC(NC(N=S(C)(C)=O)=O)=CC=1. No catalyst specified. The product is [NH2:9][C:6]1[CH:7]=[CH:8][C:3]([O:2][CH3:1])=[C:4]([NH:12][C:13]([N:15]=[S:16]([CH3:18])([CH3:19])=[O:17])=[O:14])[CH:5]=1. The yield is 1.00. (2) The reactants are [Br:1][C:2]1[CH:6]=[CH:5][S:4][C:3]=1[CH:7]=O.Cl.[NH2:10][OH:11].[OH-].[Na+]. The catalyst is C(O)C.O. The product is [Br:1][C:2]1[CH:6]=[CH:5][S:4][C:3]=1[CH:7]=[N:10][OH:11]. The yield is 0.670. (3) The reactants are [C:1]([NH:4][C:5]1[C:6]([Cl:15])=[CH:7][C:8]([Cl:14])=[C:9]([CH:13]=1)[C:10]([OH:12])=[O:11])(=[O:3])[CH3:2].[N+:16]([O-])([OH:18])=[O:17]. The catalyst is S(=O)(=O)(O)O. The product is [C:1]([NH:4][C:5]1[C:13]([N+:16]([O-:18])=[O:17])=[C:9]([C:8]([Cl:14])=[CH:7][C:6]=1[Cl:15])[C:10]([OH:12])=[O:11])(=[O:3])[CH3:2]. The yield is 0.860. (4) The reactants are CCCC[N+](CCCC)(CCCC)CCCC.[F-].C([Si]([O:26][CH2:27][C:28]1[CH:33]=[C:32]([O:34][CH:35]([CH3:37])[CH3:36])[C:31]([F:38])=[C:30]([O:39][CH:40]([CH3:42])[CH3:41])[CH:29]=1)(C)C)(C)(C)C. The catalyst is C1COCC1. The product is [F:38][C:31]1[C:32]([O:34][CH:35]([CH3:37])[CH3:36])=[CH:33][C:28]([CH2:27][OH:26])=[CH:29][C:30]=1[O:39][CH:40]([CH3:42])[CH3:41]. The yield is 1.00. (5) The reactants are [O:1]1[C:3]2([CH2:8][CH2:7][N:6]([C:9]([O:11][C:12]([CH3:15])([CH3:14])[CH3:13])=[O:10])[CH2:5][CH2:4]2)[CH2:2]1.[CH3:16][C:17]1([CH3:29])[C:21]([CH3:23])([CH3:22])[O:20][B:19]([C:24]2[CH:25]=[N:26][NH:27][CH:28]=2)[O:18]1.[H-].[Na+]. The catalyst is CN(C=O)C. The product is [OH:1][C:3]1([CH2:2][N:27]2[CH:28]=[C:24]([B:19]3[O:18][C:17]([CH3:29])([CH3:16])[C:21]([CH3:23])([CH3:22])[O:20]3)[CH:25]=[N:26]2)[CH2:8][CH2:7][N:6]([C:9]([O:11][C:12]([CH3:15])([CH3:14])[CH3:13])=[O:10])[CH2:5][CH2:4]1. The yield is 0.890. (6) The reactants are C([O:8][C:9]1[CH:10]=[C:11]2[C:15](=[CH:16][C:17]=1[O:18][CH3:19])[NH:14][CH:13]=[CH:12]2)C1C=CC=CC=1. The catalyst is CO.[Pd]. The product is [OH:8][C:9]1[CH:10]=[C:11]2[C:15](=[CH:16][C:17]=1[O:18][CH3:19])[NH:14][CH:13]=[CH:12]2. The yield is 0.870. (7) The reactants are [CH2:1]([N:3]1[C:8]2[N:9]=[C:10](S(C)=O)[N:11]=[CH:12][C:7]=2[CH:6]=[C:5]([C:16]2[CH:21]=[CH:20][CH:19]=[CH:18][CH:17]=2)[C:4]1=[O:22])[CH3:2].[C:23]([O:27][C:28]([N:30]1[CH2:35][CH2:34][N:33]([C:36]2[CH:41]=[CH:40][C:39]([NH2:42])=[CH:38][C:37]=2[F:43])[CH2:32][CH2:31]1)=[O:29])([CH3:26])([CH3:25])[CH3:24]. No catalyst specified. The product is [CH2:1]([N:3]1[C:8]2[N:9]=[C:10]([NH:42][C:39]3[CH:40]=[CH:41][C:36]([N:33]4[CH2:34][CH2:35][N:30]([C:28]([O:27][C:23]([CH3:25])([CH3:24])[CH3:26])=[O:29])[CH2:31][CH2:32]4)=[C:37]([F:43])[CH:38]=3)[N:11]=[CH:12][C:7]=2[CH:6]=[C:5]([C:16]2[CH:21]=[CH:20][CH:19]=[CH:18][CH:17]=2)[C:4]1=[O:22])[CH3:2]. The yield is 0.210. (8) The reactants are [O:1]=[C:2]1[N:11]([CH2:12][C:13]2[CH:26]=[CH:25][C:16]([C:17]([NH:19][CH2:20][CH2:21][CH2:22][O:23][CH3:24])=[O:18])=[CH:15][CH:14]=2)[C:10](=[O:27])[C:9]2[C:4](=[CH:5][CH:6]=[CH:7][CH:8]=2)[NH:3]1.[N+:28]([C:31]1[CH:38]=[CH:37][C:34]([CH2:35]Cl)=[CH:33][CH:32]=1)([O-:30])=[O:29].C(=O)([O-])[O-].[K+].[K+]. The catalyst is CN(C=O)C.C(Cl)Cl. The product is [CH3:24][O:23][CH2:22][CH2:21][CH2:20][NH:19][C:17](=[O:18])[C:16]1[CH:25]=[CH:26][C:13]([CH2:12][N:11]2[C:10](=[O:27])[C:9]3[C:4](=[CH:5][CH:6]=[CH:7][CH:8]=3)[N:3]([CH2:35][C:34]3[CH:37]=[CH:38][C:31]([N+:28]([O-:30])=[O:29])=[CH:32][CH:33]=3)[C:2]2=[O:1])=[CH:14][CH:15]=1. The yield is 0.480.